From a dataset of Reaction yield outcomes from USPTO patents with 853,638 reactions. Predict the reaction yield, written as a fraction of the theoretical maximum amount of product (1.0 means a 100% yield; for example, 0.34 means a 34% yield). (1) The reactants are [OH:1][C:2]1([CH2:8][O:9][C:10]2[CH:15]=[C:14]([CH3:16])[C:13]([C:17]3[CH:22]=[CH:21][CH:20]=[C:19]([CH:23]=[O:24])[CH:18]=3)=[C:12]([CH3:25])[CH:11]=2)[CH2:7][CH2:6][S:5][CH2:4][CH2:3]1.O1CCCC1.[BH4-].[Na+]. The catalyst is CO. The product is [OH:24][CH2:23][C:19]1[CH:18]=[C:17]([C:13]2[C:12]([CH3:25])=[CH:11][C:10]([O:9][CH2:8][C:2]3([OH:1])[CH2:7][CH2:6][S:5][CH2:4][CH2:3]3)=[CH:15][C:14]=2[CH3:16])[CH:22]=[CH:21][CH:20]=1. The yield is 0.880. (2) The reactants are CS([O:5][CH:6]1[CH:11]([CH3:12])[CH2:10][C:9]([C:13]2[CH:18]=[CH:17][N:16]=[CH:15][C:14]=2[N+:19]([O-:21])=[O:20])=[CH:8][CH:7]1[NH:22][C:23]([O:25][C:26]([CH3:29])([CH3:28])[CH3:27])=[O:24])(=O)=O.C(N(CC)CC)C.C[C:38]([O:41]C(OC(OC(C)(C)C)=O)=O)(C)C. The catalyst is N1C=CC=CC=1. The product is [CH3:12][CH:11]1[CH:6]2[CH:7]([N:22]([C:23]([O:25][C:26]([CH3:29])([CH3:28])[CH3:27])=[O:24])[C:38](=[O:41])[O:5]2)[CH:8]=[C:9]([C:13]2[CH:18]=[CH:17][N:16]=[CH:15][C:14]=2[N+:19]([O-:21])=[O:20])[CH2:10]1. The yield is 0.660. (3) The reactants are [CH2:1]([O:3][C:4](=[O:17])[CH2:5][CH:6]1[O:10][B:9]([OH:11])[C:8]2[CH:12]=[C:13]([OH:16])[CH:14]=[CH:15][C:7]1=2)[CH3:2].[H-].[Na+].[C:20]([O:24][C:25](=[O:31])[NH:26][CH2:27][CH2:28][CH2:29]Br)([CH3:23])([CH3:22])[CH3:21].[CH3:32]N(C=O)C. No catalyst specified. The product is [CH2:1]([O:3][C:4](=[O:17])[CH2:5][CH:6]1[O:10][B:9]([OH:11])[C:8]2[CH:12]=[C:13]([O:16][CH2:29][CH2:28][CH2:27][NH:26][C:25]([O:24][C:20]([CH3:23])([CH3:22])[CH3:21])=[O:31])[CH:14]=[C:15]([CH3:32])[C:7]1=2)[CH3:2]. The yield is 0.400. (4) The reactants are [CH:1]1([C:4]2[CH:9]=[CH:8][C:7]([S:10](Cl)(=[O:12])=[O:11])=[CH:6][CH:5]=2)[CH2:3][CH2:2]1.[F-:14].[K+]. The catalyst is CC(C)=O.O.CCOC(C)=O. The product is [CH:1]1([C:4]2[CH:9]=[CH:8][C:7]([S:10]([F:14])(=[O:12])=[O:11])=[CH:6][CH:5]=2)[CH2:3][CH2:2]1. The yield is 0.970. (5) The reactants are [C:1]([C:3]1[CH:4]=[C:5]2[C:10](=[CH:11][CH:12]=1)[C:9](=[O:13])[CH2:8][CH2:7][C:6]2([CH3:15])[CH3:14])#[CH:2].[O:16]1[CH2:20][CH2:19][CH2:18][CH2:17]1. The catalyst is C(N(CC)CC)C.C(OCC)C.[Cu]I.Cl[Pd](Cl)([P](C1C=CC=CC=1)(C1C=CC=CC=1)C1C=CC=CC=1)[P](C1C=CC=CC=1)(C1C=CC=CC=1)C1C=CC=CC=1. The product is [CH2:9]([O:13][C:20](=[O:16])[C:19]1[CH:3]=[CH:1][C:2]([C:2]#[C:1][C:3]2[CH:12]=[CH:11][C:10]3[C:9](=[O:13])[CH2:8][CH2:7][C:6]([CH3:15])([CH3:14])[C:5]=3[CH:4]=2)=[CH:17][CH:18]=1)[CH3:8]. The yield is 0.720. (6) The reactants are [H-].[Na+].Cl[C:4]1[CH:9]=[CH:8][C:7]([C:10]([F:13])([F:12])[F:11])=[CH:6][N:5]=1.[C:14]([C:17]1[CH:22]=[CH:21][CH:20]=[CH:19][CH:18]=1)(=O)[CH3:15].[OH-:23].[Na+].Cl.[NH2:26]O. The catalyst is COCCOC.O.CO. The product is [C:17]1([C:14](=[N:26][OH:23])[CH2:15][C:4]2[CH:9]=[CH:8][C:7]([C:10]([F:13])([F:12])[F:11])=[CH:6][N:5]=2)[CH:22]=[CH:21][CH:20]=[CH:19][CH:18]=1. The yield is 0.480. (7) The reactants are Cl[C:2]1[CH:7]=[CH:6][C:5]([C:8]([NH:10][C@@H:11]([CH:19]2[CH2:24][CH2:23][CH2:22][CH2:21][CH2:20]2)[C:12]([O:14][C:15]([CH3:18])([CH3:17])[CH3:16])=[O:13])=[O:9])=[C:4]([NH:25][C:26]([NH:28][C:29]2[C:34]([CH3:35])=[CH:33][C:32]([CH3:36])=[CH:31][C:30]=2[CH3:37])=[O:27])[CH:3]=1.[N+:38]([C:41]1[CH:46]=[CH:45][C:44](B(O)O)=[CH:43][CH:42]=1)([O-:40])=[O:39].C(=O)([O-])[O-].[Na+].[Na+]. The catalyst is C(#N)C.O.C(OCC)(=O)C.C1CCC(P(C2CCCCC2)C2CCCCC2)CC1.C1CCC(P(C2CCCCC2)C2CCCCC2)CC1.Cl[Pd]Cl. The product is [N+:38]([C:41]1[CH:46]=[CH:45][C:44]([C:2]2[CH:7]=[CH:6][C:5]([C:8]([NH:10][C@@H:11]([CH:19]3[CH2:20][CH2:21][CH2:22][CH2:23][CH2:24]3)[C:12]([O:14][C:15]([CH3:17])([CH3:18])[CH3:16])=[O:13])=[O:9])=[C:4]([NH:25][C:26]([NH:28][C:29]3[C:30]([CH3:37])=[CH:31][C:32]([CH3:36])=[CH:33][C:34]=3[CH3:35])=[O:27])[CH:3]=2)=[CH:43][CH:42]=1)([O-:40])=[O:39]. The yield is 0.730.